From a dataset of Forward reaction prediction with 1.9M reactions from USPTO patents (1976-2016). Predict the product of the given reaction. (1) Given the reactants [C-:1]#[N:2].[Na+].[Br:4][C:5]1[CH:10]=[CH:9][C:8]([CH2:11]Br)=[CH:7][N:6]=1, predict the reaction product. The product is: [Br:4][C:5]1[N:6]=[CH:7][C:8]([CH2:11][C:1]#[N:2])=[CH:9][CH:10]=1. (2) Given the reactants [CH:1]1[C:6]([C@H:7]2[O:16][C:15]3[CH:14]=[C:13]([OH:17])[CH:12]=[C:11]([OH:18])[C:10]=3[CH2:9][C@H:8]2[OH:19])=[CH:5][C:4]([OH:20])=[C:3]([OH:21])[CH:2]=1.C(=O)([O-])[O-].[K+].[K+].Br[CH2:29][C:30]([O:32][CH2:33][CH3:34])=[O:31], predict the reaction product. The product is: [OH:21][C:3]1[CH:2]=[CH:1][C:6]([C@@H:7]2[C@H:8]([OH:19])[CH2:9][C:10]3[C:15](=[CH:14][C:13]([OH:17])=[CH:12][C:11]=3[OH:18])[O:16]2)=[CH:5][C:4]=1[O:20][CH2:29][C:30]([O:32][CH2:33][CH3:34])=[O:31]. (3) Given the reactants [CH3:1][N:2]1[CH2:7][CH2:6][N:5]([CH2:8][CH2:9][CH2:10][OH:11])[CH2:4][CH2:3]1.[Cl:12][C:13]1[CH:14]=[C:15]([CH:28]=[CH:29][C:30]=1[O:31][CH2:32][C:33]1[CH:38]=[CH:37][CH:36]=[C:35]([F:39])[CH:34]=1)[NH:16][C:17]1[C:26]2[C:21](=[CH:22][CH:23]=[CH:24][C:25]=2F)[N:20]=[CH:19][N:18]=1, predict the reaction product. The product is: [Cl:12][C:13]1[CH:14]=[C:15]([CH:28]=[CH:29][C:30]=1[O:31][CH2:32][C:33]1[CH:38]=[CH:37][CH:36]=[C:35]([F:39])[CH:34]=1)[NH:16][C:17]1[C:26]2[C:21](=[CH:22][CH:23]=[CH:24][C:25]=2[O:11][CH2:10][CH2:9][CH2:8][N:5]2[CH2:6][CH2:7][N:2]([CH3:1])[CH2:3][CH2:4]2)[N:20]=[CH:19][N:18]=1.